This data is from NCI-60 drug combinations with 297,098 pairs across 59 cell lines. The task is: Regression. Given two drug SMILES strings and cell line genomic features, predict the synergy score measuring deviation from expected non-interaction effect. (1) Drug 1: CCC1(CC2CC(C3=C(CCN(C2)C1)C4=CC=CC=C4N3)(C5=C(C=C6C(=C5)C78CCN9C7C(C=CC9)(C(C(C8N6C=O)(C(=O)OC)O)OC(=O)C)CC)OC)C(=O)OC)O.OS(=O)(=O)O. Drug 2: C1=NC(=NC(=O)N1C2C(C(C(O2)CO)O)O)N. Cell line: MCF7. Synergy scores: CSS=19.0, Synergy_ZIP=-10.2, Synergy_Bliss=-9.25, Synergy_Loewe=-8.10, Synergy_HSA=-7.01. (2) Drug 1: C1=NC2=C(N1)C(=S)N=CN2. Drug 2: C1CN(CCN1C(=O)CCBr)C(=O)CCBr. Cell line: NCIH23. Synergy scores: CSS=27.4, Synergy_ZIP=-6.42, Synergy_Bliss=1.17, Synergy_Loewe=-3.54, Synergy_HSA=0.766. (3) Drug 1: CC1OCC2C(O1)C(C(C(O2)OC3C4COC(=O)C4C(C5=CC6=C(C=C35)OCO6)C7=CC(=C(C(=C7)OC)O)OC)O)O. Drug 2: CC12CCC3C(C1CCC2OP(=O)(O)O)CCC4=C3C=CC(=C4)OC(=O)N(CCCl)CCCl.[Na+]. Cell line: SN12C. Synergy scores: CSS=28.6, Synergy_ZIP=-10.9, Synergy_Bliss=-5.86, Synergy_Loewe=-5.06, Synergy_HSA=-3.62. (4) Drug 1: COCCOC1=C(C=C2C(=C1)C(=NC=N2)NC3=CC=CC(=C3)C#C)OCCOC. Drug 2: B(C(CC(C)C)NC(=O)C(CC1=CC=CC=C1)NC(=O)C2=NC=CN=C2)(O)O. Cell line: HCT116. Synergy scores: CSS=52.0, Synergy_ZIP=-0.436, Synergy_Bliss=-1.23, Synergy_Loewe=-3.55, Synergy_HSA=-0.121.